This data is from Full USPTO retrosynthesis dataset with 1.9M reactions from patents (1976-2016). The task is: Predict the reactants needed to synthesize the given product. (1) Given the product [CH2:7]([C@:2]1([OH:1])[C:9]2[CH:14]=[CH:13][NH:12][CH2:11][C:10]=2[CH2:17][O:18][CH2:4][CH2:3]1)[CH3:8], predict the reactants needed to synthesize it. The reactants are: [OH:1][C@:2]([C:9]1[CH:14]=[CH:13][N:12]=[C:11](OC)[C:10]=1[CH2:17][OH:18])([CH2:7][CH3:8])[CH2:3][C:4](O)=O.Br. (2) Given the product [CH2:13]([O:10][C:4]1[CH:3]=[C:2]([Br:1])[CH:9]=[CH:8][C:5]=1[CH:6]=[O:7])[CH:12]=[CH2:17], predict the reactants needed to synthesize it. The reactants are: [Br:1][C:2]1[CH:3]=[C:4]([OH:10])[C:5](=[CH:8][CH:9]=1)[CH:6]=[O:7].Br[C:12]1[CH:13]=C(O)C=C[CH:17]=1.C(=O)([O-])[O-].[K+].[K+].C(Br)C=C. (3) Given the product [Br:1][C:2]1[CH:3]=[C:4]2[C:9](=[CH:10][CH:11]=1)[N:8]=[CH:7][C:6]([N:15]1[CH2:20][CH2:19][O:18][CH2:17][C:16]1=[O:21])=[C:5]2[O:13][CH3:14], predict the reactants needed to synthesize it. The reactants are: [Br:1][C:2]1[CH:3]=[C:4]2[C:9](=[CH:10][CH:11]=1)[N:8]=[CH:7][C:6](I)=[C:5]2[O:13][CH3:14].[NH:15]1[CH2:20][CH2:19][O:18][CH2:17][C:16]1=[O:21].P([O-])([O-])([O-])=O.[K+].[K+].[K+].CNCCNC. (4) Given the product [CH:1]1([NH:4][C:5](=[O:6])[NH:7][C:8]2[CH:13]=[CH:12][C:11]([C:14]3[N:19]=[C:18]([C:20]([N:32]4[CH2:33][CH2:34][O:35][CH2:36][C@@H:31]4[CH3:30])=[O:22])[CH:17]=[C:16]([N:23]4[CH2:28][CH2:27][O:26][CH2:25][C@@H:24]4[CH3:29])[N:15]=3)=[CH:10][CH:9]=2)[CH2:2][CH2:3]1, predict the reactants needed to synthesize it. The reactants are: [CH:1]1([NH:4][C:5]([NH:7][C:8]2[CH:13]=[CH:12][C:11]([C:14]3[N:19]=[C:18]([C:20]([OH:22])=O)[CH:17]=[C:16]([N:23]4[CH2:28][CH2:27][O:26][CH2:25][C@@H:24]4[CH3:29])[N:15]=3)=[CH:10][CH:9]=2)=[O:6])[CH2:3][CH2:2]1.[CH3:30][C@H:31]1[CH2:36][O:35][CH2:34][CH2:33][NH:32]1.CCN(C(C)C)C(C)C.CN(C(ON1N=NC2C=CC=NC1=2)=[N+](C)C)C.F[P-](F)(F)(F)(F)F.